This data is from Forward reaction prediction with 1.9M reactions from USPTO patents (1976-2016). The task is: Predict the product of the given reaction. Given the reactants [Br:1][C:2]1[CH:3]=[CH:4][C:5]([O:17][CH2:18][C:19]2[CH:24]=[CH:23][C:22]([Cl:25])=[CH:21][CH:20]=2)=[C:6]([CH2:8][N:9]2[CH2:14][CH2:13][C:12](=[O:15])[CH:11]([CH3:16])[CH2:10]2)[CH:7]=1.[BH4-].[Na+], predict the reaction product. The product is: [Br:1][C:2]1[CH:3]=[CH:4][C:5]([O:17][CH2:18][C:19]2[CH:20]=[CH:21][C:22]([Cl:25])=[CH:23][CH:24]=2)=[C:6]([CH2:8][N:9]2[CH2:14][CH2:13][CH:12]([OH:15])[CH:11]([CH3:16])[CH2:10]2)[CH:7]=1.